From a dataset of Forward reaction prediction with 1.9M reactions from USPTO patents (1976-2016). Predict the product of the given reaction. (1) Given the reactants [Br:1][C:2]1[CH:7]=[C:6]([F:8])[CH:5]=[C:4]([NH2:9])[C:3]=1[NH2:10].[CH:11](O)=O, predict the reaction product. The product is: [Br:1][C:2]1[C:3]2[N:10]=[CH:11][NH:9][C:4]=2[CH:5]=[C:6]([F:8])[CH:7]=1. (2) Given the reactants C(NC1C=CC(C2C=C3C(CN([C@@H](C(C)C)C(O)=O)C3=O)=CC=2)=CC=1)(=O)C1C=CC=CC=1.[CH3:33][C:34]([N:40]1[CH2:48][C:47]2[C:42](=[CH:43][C:44]([C:49]3[CH:54]=[CH:53][C:52]([NH:55][C:56](=[O:68])[C:57]4[CH:62]=[CH:61][C:60]([O:63][C:64]([F:67])([F:66])[F:65])=[CH:59][CH:58]=4)=[CH:51][CH:50]=3)=[CH:45][CH:46]=2)[C:41]1=[O:69])([CH3:39])[C:35]([O:37]C)=[O:36], predict the reaction product. The product is: [CH3:39][C:34]([N:40]1[CH2:48][C:47]2[C:42](=[CH:43][C:44]([C:49]3[CH:50]=[CH:51][C:52]([NH:55][C:56](=[O:68])[C:57]4[CH:62]=[CH:61][C:60]([O:63][C:64]([F:67])([F:65])[F:66])=[CH:59][CH:58]=4)=[CH:53][CH:54]=3)=[CH:45][CH:46]=2)[C:41]1=[O:69])([CH3:33])[C:35]([OH:37])=[O:36]. (3) Given the reactants [Cl:1][C:2]1[N:10](CC=C)[C:9]2[C:8](=[O:14])[NH:7][C:6](=[O:15])[N:5]([CH2:16][CH2:17][CH2:18][CH2:19][CH3:20])[C:4]=2[N:3]=1.C([O-])([O-])=O.[Cs+].[Cs+].Cl[CH2:28][CH2:29][OH:30].N1CCOCC1, predict the reaction product. The product is: [Cl:1][C:2]1[NH:10][C:9]2[C:8](=[O:14])[N:7]([CH2:28][CH2:29][OH:30])[C:6](=[O:15])[N:5]([CH2:16][CH2:17][CH2:18][CH2:19][CH3:20])[C:4]=2[N:3]=1.